Task: Predict the reactants needed to synthesize the given product.. Dataset: Full USPTO retrosynthesis dataset with 1.9M reactions from patents (1976-2016) (1) The reactants are: [CH3:1][N:2]1[C:6]2[CH:7]=[CH:8][C:9]([C:11](O)=[O:12])=[CH:10][C:5]=2[N:4]=[C:3]1[NH:14][C:15]1[S:16][C:17]2[CH:23]=[C:22]([O:24][C:25]([F:28])([F:27])[F:26])[CH:21]=[CH:20][C:18]=2[N:19]=1.[C:29]([O:33][C:34](=[O:43])[N:35]([CH2:37][CH2:38][O:39][CH2:40][CH2:41][NH2:42])[CH3:36])([CH3:32])([CH3:31])[CH3:30].CN(C(ON1N=NC2C=CC=CC1=2)=[N+](C)C)C.F[P-](F)(F)(F)(F)F.CCN(C(C)C)C(C)C. Given the product [C:29]([O:33][C:34](=[O:43])[N:35]([CH3:36])[CH2:37][CH2:38][O:39][CH2:40][CH2:41][NH:42][C:11]([C:9]1[CH:8]=[CH:7][C:6]2[N:2]([CH3:1])[C:3]([NH:14][C:15]3[S:16][C:17]4[CH:23]=[C:22]([O:24][C:25]([F:28])([F:26])[F:27])[CH:21]=[CH:20][C:18]=4[N:19]=3)=[N:4][C:5]=2[CH:10]=1)=[O:12])([CH3:32])([CH3:30])[CH3:31], predict the reactants needed to synthesize it. (2) Given the product [CH3:1][NH:2][C:3](=[O:14])[CH2:4][CH2:5][CH:6]([NH2:11])[CH:7]([OH:10])[CH2:8][F:9], predict the reactants needed to synthesize it. The reactants are: [CH3:1][NH:2][C:3](=[O:14])[CH2:4][CH2:5][CH:6]([N+:11]([O-])=O)[CH:7]([OH:10])[CH2:8][F:9]. (3) The reactants are: [NH2:1][CH2:2][CH2:3][CH2:4][C:5]1[CH:6]=[C:7]([CH:18]=[CH:19][CH:20]=1)[CH2:8][CH2:9][C:10]([OH:17])([CH2:14][CH2:15][CH3:16])[CH2:11][CH2:12][CH3:13].N1([CH:26]([NH:31][C:32](=[O:38])[O:33][C:34]([CH3:37])([CH3:36])[CH3:35])[NH:27][C:28](=[O:30])[O-:29])C=CC=N1. Given the product [C:34]([O:33][C:32](=[O:38])[N:31]=[C:26]([NH:27][C:28]([O:29][C:5]([CH3:6])([CH3:20])[CH3:4])=[O:30])[NH:1][CH2:2][CH2:3][CH2:4][C:5]1[CH:20]=[CH:19][CH:18]=[C:7]([CH2:8][CH2:9][C:10]([OH:17])([CH2:11][CH2:12][CH3:13])[CH2:14][CH2:15][CH3:16])[CH:6]=1)([CH3:35])([CH3:36])[CH3:37], predict the reactants needed to synthesize it. (4) Given the product [NH2:32][C:16]1[N:15]=[C:14]([O:13][S:10]([C:3]2[C:4]([CH3:9])=[CH:5][C:6]([CH3:8])=[CH:7][C:2]=2[CH3:1])(=[O:11])=[O:12])[C:19]([CH2:20][C:21]2[CH:26]=[CH:25][C:24]([CH2:27][N:33]3[CH2:37][CH2:36][CH2:35][C@@H:34]3[C:38]([O:40][C:41]([CH3:44])([CH3:43])[CH3:42])=[O:39])=[CH:23][C:22]=2[O:29][CH3:30])=[C:18]([CH3:31])[N:17]=1, predict the reactants needed to synthesize it. The reactants are: [CH3:1][C:2]1[CH:7]=[C:6]([CH3:8])[CH:5]=[C:4]([CH3:9])[C:3]=1[S:10]([O:13][C:14]1[C:19]([CH2:20][C:21]2[CH:26]=[CH:25][C:24]([CH2:27]Cl)=[CH:23][C:22]=2[O:29][CH3:30])=[C:18]([CH3:31])[N:17]=[C:16]([NH2:32])[N:15]=1)(=[O:12])=[O:11].[NH:33]1[CH2:37][CH2:36][CH2:35][C@@H:34]1[C:38]([O:40][C:41]([CH3:44])([CH3:43])[CH3:42])=[O:39].